This data is from Full USPTO retrosynthesis dataset with 1.9M reactions from patents (1976-2016). The task is: Predict the reactants needed to synthesize the given product. Given the product [C:1]([Cl:12])(=[O:9])[C:2]1[CH:7]=[CH:6][CH:5]=[N:4][CH:3]=1, predict the reactants needed to synthesize it. The reactants are: [C:1]([OH:9])(=O)[C:2]1[CH:7]=[CH:6][CH:5]=[N:4][CH:3]=1.O=S(Cl)[Cl:12].